From a dataset of Forward reaction prediction with 1.9M reactions from USPTO patents (1976-2016). Predict the product of the given reaction. (1) Given the reactants [CH:1]1([S:7]([CH2:10][C:11]2[N:12]=[C:13]([C:17]3[CH:26]=[CH:25][C:20]([C:21]([O:23]C)=[O:22])=[CH:19][CH:18]=3)[O:14][C:15]=2[CH3:16])(=[O:9])=[O:8])[CH2:6][CH2:5][CH2:4][CH2:3][CH2:2]1.O, predict the reaction product. The product is: [CH:1]1([S:7]([CH2:10][C:11]2[N:12]=[C:13]([C:17]3[CH:18]=[CH:19][C:20]([C:21]([OH:23])=[O:22])=[CH:25][CH:26]=3)[O:14][C:15]=2[CH3:16])(=[O:9])=[O:8])[CH2:2][CH2:3][CH2:4][CH2:5][CH2:6]1. (2) Given the reactants N1C2C=CC=C(CN[C:12]3[CH:17]=[C:16](Cl)[N:15]=[CH:14][C:13]=3N)C=2N=C1.N1C2C=CC(CNC3C=C(Cl)N=CC=3N)=CC=2N=C1.Cl.[CH2:40]([O:42]C(=N)C)C.N.[NH:47]1[C:51]2[CH:52]=[CH:53][CH:54]=[C:55]([CH2:56][N:57]3[C:65]4[CH:64]=[C:63](Cl)[N:62]=[CH:61][C:60]=4[N:59]=[C:58]3[CH3:67])[C:50]=2[N:49]=[CH:48]1.N1C2C=CC(C[N:78]3[C:86]4[CH:85]=[C:84](Cl)[N:83]=CC=4[N:80]=[C:79]3C)=CC=2N=C1, predict the reaction product. The product is: [NH:49]1[C:52]2[CH:53]=[CH:54][C:55]([CH2:56][N:57]3[C:65]4[CH:64]=[C:63]([NH:83][C:84]5[CH:85]=[CH:86][N:78]=[C:79]([N:15]6[CH2:14][CH2:13][CH:12]([O:42][CH3:40])[CH2:17][CH2:16]6)[N:80]=5)[N:62]=[CH:61][C:60]=4[N:59]=[C:58]3[CH3:67])=[CH:50][C:51]=2[N:47]=[CH:48]1. (3) Given the reactants I[C:2]1[S:3][CH:4]=[C:5]([CH3:7])[N:6]=1.[NH:8]1[CH2:13][CH2:12][NH:11][CH2:10][CH2:9]1.C(N(CC)CC)C, predict the reaction product. The product is: [CH3:7][C:5]1[N:6]=[C:2]([N:8]2[CH2:13][CH2:12][NH:11][CH2:10][CH2:9]2)[S:3][CH:4]=1. (4) Given the reactants [CH3:1][O:2][C:3]1[CH:11]=[CH:10][C:6]([C:7](O)=[O:8])=[C:5]([N+:12]([O-:14])=[O:13])[CH:4]=1.S(Cl)([Cl:17])=O, predict the reaction product. The product is: [CH3:1][O:2][C:3]1[CH:11]=[CH:10][C:6]([C:7]([Cl:17])=[O:8])=[C:5]([N+:12]([O-:14])=[O:13])[CH:4]=1. (5) Given the reactants C([O:3][C:4](=[O:36])[C:5]([CH3:35])([O:7][C:8]1[CH:13]=[CH:12][C:11]([CH2:14][CH2:15][C:16]2[N:20]([CH2:21][CH2:22][CH3:23])[C:19](=[O:24])[N:18]([C:25]3[CH:30]=[CH:29][C:28]([C:31]([F:34])([F:33])[F:32])=[CH:27][CH:26]=3)[N:17]=2)=[CH:10][CH:9]=1)[CH3:6])C.[OH-].[Na+], predict the reaction product. The product is: [CH3:6][C:5]([O:7][C:8]1[CH:9]=[CH:10][C:11]([CH2:14][CH2:15][C:16]2[N:20]([CH2:21][CH2:22][CH3:23])[C:19](=[O:24])[N:18]([C:25]3[CH:26]=[CH:27][C:28]([C:31]([F:33])([F:34])[F:32])=[CH:29][CH:30]=3)[N:17]=2)=[CH:12][CH:13]=1)([CH3:35])[C:4]([OH:36])=[O:3]. (6) Given the reactants [F:1][C:2]1[CH:3]=[C:4]([N:9]2[CH2:18][C:17]3[C:12](=[CH:13][CH:14]=[CH:15][CH:16]=3)[NH:11][C:10]2=[O:19])[CH:5]=[CH:6][C:7]=1[OH:8].[CH3:20][O:21][C:22]1[CH:39]=[CH:38][C:25]([CH2:26][N:27]2[C:31]3=[N:32][CH:33]=[CH:34][C:35](Cl)=[C:30]3[C:29]([CH3:37])=[N:28]2)=[CH:24][CH:23]=1.C(=O)([O-])[O-].[K+].[K+].CC(C)([O-])C.[K+].C1COCC1, predict the reaction product. The product is: [F:1][C:2]1[CH:3]=[C:4]([N:9]2[CH2:18][C:17]3[C:12](=[CH:13][CH:14]=[CH:15][CH:16]=3)[NH:11][C:10]2=[O:19])[CH:5]=[CH:6][C:7]=1[O:8][C:35]1[CH:34]=[CH:33][N:32]=[C:31]2[N:27]([CH2:26][C:25]3[CH:24]=[CH:23][C:22]([O:21][CH3:20])=[CH:39][CH:38]=3)[N:28]=[C:29]([CH3:37])[C:30]=12. (7) Given the reactants Cl.CN(C)CCCN=C=NCC.[Cl:13][C:14]1[CH:19]=[C:18]([S:20]([C:23]2[CH:28]=[CH:27][C:26]([C:29](O)=[O:30])=[CH:25][CH:24]=2)(=[O:22])=[O:21])[CH:17]=[CH:16][C:15]=1[NH:32][C:33](=[O:41])[C@:34]([OH:40])([CH3:39])[C:35]([F:38])([F:37])[F:36].[NH2:42][C:43]1[CH:48]=[CH:47][CH:46]=[CH:45][CH:44]=1, predict the reaction product. The product is: [Cl:13][C:14]1[CH:19]=[C:18]([S:20]([C:23]2[CH:28]=[CH:27][C:26]([C:29]([NH:42][C:43]3[CH:48]=[CH:47][CH:46]=[CH:45][CH:44]=3)=[O:30])=[CH:25][CH:24]=2)(=[O:21])=[O:22])[CH:17]=[CH:16][C:15]=1[NH:32][C:33](=[O:41])[C@:34]([OH:40])([CH3:39])[C:35]([F:38])([F:37])[F:36]. (8) The product is: [F:24][C:8]1[C:7]2[O:6][C:5]3[C:14](=[CH:15][C:2]([C:31]4[C:26]([F:25])=[N:27][CH:28]=[CH:29][CH:30]=4)=[CH:3][CH:4]=3)[C@@:13]3([CH2:20][CH2:19][O:18][C:17]([NH2:21])=[N:16]3)[C:12]=2[CH:11]=[C:10]([C:38]2[CH:39]=[CH:40][N:35]=[CH:36][CH:37]=2)[CH:9]=1. Given the reactants Br[C:2]1[CH:15]=[C:14]2[C:5]([O:6][C:7]3[C:8]([F:24])=[CH:9][C:10](OC)=[CH:11][C:12]=3[C@@:13]32[CH2:20][CH2:19][O:18][C:17]([NH2:21])=[N:16]3)=[CH:4][CH:3]=1.[F:25][C:26]1[C:31](B(O)O)=[CH:30][CH:29]=[CH:28][N:27]=1.[N:35]1[CH:40]=[CH:39][C:38](B(O)O)=[CH:37][CH:36]=1, predict the reaction product. (9) Given the reactants [C:1]([CH2:3][C:4](N)=O)#N.[OH:7][C:8]1[C:12]([C:13]#[N:14])=[C:11]([NH:15][C:16]2[CH:21]=[CH:20][CH:19]=[CH:18][CH:17]=2)[S:10][N:9]=1, predict the reaction product. The product is: [OH:7][C:8]1[C:12]([C:13]#[N:14])=[C:11]([NH:15][C:16]2[CH:17]=[CH:18][C:19]([CH:3]([CH3:4])[CH3:1])=[CH:20][CH:21]=2)[S:10][N:9]=1. (10) Given the reactants [CH3:1][N:2]([CH3:19])[CH2:3][C:4]([NH:6][C:7]1[CH:12]=[CH:11][C:10]([NH:13][CH2:14][CH3:15])=[C:9]([N+:16]([O-])=O)[CH:8]=1)=[O:5].C1(C)C=CC(S([O-])(=O)=O)=CC=1.[CH2:31]([N:38]1[C:42](=[O:43])[C:41](=[C:44]2[N:48]([CH3:49])[C:47]3[CH:50]=[C:51]([O:54][CH2:55][CH2:56][Cl:57])[CH:52]=[CH:53][C:46]=3[S:45]2)[S:40][CH2+:39]1SC)[C:32]1[CH:37]=[CH:36][CH:35]=[CH:34][CH:33]=1, predict the reaction product. The product is: [CH2:31]([N:38]1[C:42](=[O:43])[C:41](=[C:44]2[N:48]([CH3:49])[C:47]3[CH:50]=[C:51]([O:54][CH2:55][CH2:56][Cl:57])[CH:52]=[CH:53][C:46]=3[S:45]2)[S:40][C:39]1=[N:16][C:9]1[CH:8]=[C:7]([NH:6][C:4](=[O:5])[CH2:3][N:2]([CH3:19])[CH3:1])[CH:12]=[CH:11][C:10]=1[NH:13][CH2:14][CH3:15])[C:32]1[CH:37]=[CH:36][CH:35]=[CH:34][CH:33]=1.